Dataset: Forward reaction prediction with 1.9M reactions from USPTO patents (1976-2016). Task: Predict the product of the given reaction. (1) Given the reactants [NH2:1][CH:2]1[CH2:7][CH2:6][N:5]([C:8]([O:10][C:11]([CH3:14])([CH3:13])[CH3:12])=[O:9])[CH2:4][CH2:3]1.Br[C:16]1[CH:21]=[CH:20][CH:19]=[CH:18][N:17]=1.CC([O-])(C)C.[Na+].C1(P(C2CCCCC2)C2C=CC=CC=2C2C=CC=CC=2N(C)C)CCCCC1, predict the reaction product. The product is: [C:11]([O:10][C:8]([N:5]1[CH2:4][CH2:3][CH:2]([NH:1][C:16]2[CH:21]=[CH:20][CH:19]=[CH:18][N:17]=2)[CH2:7][CH2:6]1)=[O:9])([CH3:14])([CH3:13])[CH3:12]. (2) Given the reactants [F:1][C:2]1[N:7]=[C:6]2[O:8][C:9]3[C:14]([C@@:15]4([CH2:19][O:18][C:17]([NH2:20])=[N:16]4)[C:5]2=[CH:4][C:3]=1I)=[CH:13][C:12]([C:21]1[C:22]([F:27])=[N:23][CH:24]=[CH:25][CH:26]=1)=[CH:11][CH:10]=3.[NH:29]1[CH2:34][CH2:33][O:32][CH2:31][CH2:30]1.[Li+].C[Si]([N-][Si](C)(C)C)(C)C, predict the reaction product. The product is: [F:1][C:2]1[N:7]=[C:6]2[O:8][C:9]3[C:14]([C@@:15]4([CH2:19][O:18][C:17]([NH2:20])=[N:16]4)[C:5]2=[CH:4][C:3]=1[N:29]1[CH2:34][CH2:33][O:32][CH2:31][CH2:30]1)=[CH:13][C:12]([C:21]1[C:22]([F:27])=[N:23][CH:24]=[CH:25][CH:26]=1)=[CH:11][CH:10]=3.